From a dataset of Forward reaction prediction with 1.9M reactions from USPTO patents (1976-2016). Predict the product of the given reaction. (1) Given the reactants C(O/[CH:4]=[CH:5]/[CH3:6])C.[NH2:7][C:8]1[CH:15]=[C:14]([Br:16])[CH:13]=[CH:12][C:9]=1[CH:10]=O.O.C1(C)C=CC(S(O)(=O)=O)=CC=1, predict the reaction product. The product is: [Br:16][C:14]1[CH:15]=[C:8]2[C:9]([CH:10]=[C:5]([CH3:6])[CH:4]=[N:7]2)=[CH:12][CH:13]=1. (2) Given the reactants [Br:1][C:2]1[CH:7]=[CH:6][C:5]([OH:8])=[CH:4][CH:3]=1.CCN(P1(N(C)CCCN1C)=NC(C)(C)C)CC.[CH:27]1([O:32][C:33](=[O:47])[C@@H:34]([NH:39][C:40]([O:42][C:43]([CH3:46])([CH3:45])[CH3:44])=[O:41])[CH2:35][CH2:36][CH2:37]Br)[CH2:31][CH2:30][CH2:29][CH2:28]1.C([O-])([O-])=O.[Na+].[Na+].C(=O)([O-])[O-], predict the reaction product. The product is: [Br:1][C:2]1[CH:7]=[CH:6][C:5]([O:8][CH2:37][CH2:36][CH2:35][C@@H:34]([C:33]([O:32][CH:27]2[CH2:28][CH2:29][CH2:30][CH2:31]2)=[O:47])[NH:39][C:40]([O:42][C:43]([CH3:45])([CH3:46])[CH3:44])=[O:41])=[CH:4][CH:3]=1. (3) Given the reactants [CH:1]1([CH2:4][N:5]2[CH2:30][CH2:29][C@:12]34[C:13]5[C:14]6[O:28][C@H:11]3[C@H:10]([OH:31])[CH2:9][CH2:8][C@@:7]4([OH:32])[C@H:6]2[CH2:19][C:18]=5[CH:17]=[CH:16][C:15]=6[O:20][CH2:21][C:22]2[CH:27]=[CH:26][CH:25]=[CH:24][CH:23]=2)[CH2:3][CH2:2]1.[H-].[Na+].[CH3:35][O:36][C:37]1[CH:44]=[CH:43][C:40]([CH2:41]Br)=[CH:39][CH:38]=1.O, predict the reaction product. The product is: [CH:1]1([CH2:4][N:5]2[CH2:30][CH2:29][C@:12]34[C:13]5[C:14]6[O:28][C@H:11]3[C@H:10]([O:31][CH2:41][C:40]3[CH:43]=[CH:44][C:37]([O:36][CH3:35])=[CH:38][CH:39]=3)[CH2:9][CH2:8][C@@:7]4([OH:32])[C@H:6]2[CH2:19][C:18]=5[CH:17]=[CH:16][C:15]=6[O:20][CH2:21][C:22]2[CH:23]=[CH:24][CH:25]=[CH:26][CH:27]=2)[CH2:3][CH2:2]1. (4) Given the reactants [Br:1][C:2]1[N:7]=[CH:6][C:5]([CH:8]=[O:9])=[CH:4][CH:3]=1.[CH3:10][CH2:11]OCC.C1(C)C=CC=CC=1.C([Mg]Cl)C, predict the reaction product. The product is: [Br:1][C:2]1[N:7]=[CH:6][C:5]([CH:8]([OH:9])[CH2:10][CH3:11])=[CH:4][CH:3]=1. (5) Given the reactants [CH3:1][S:2]([C:5]1[CH:23]=[CH:22][C:8]([CH:9]=[C:10]2[C:19]3[C:14](=[CH:15][CH:16]=[CH:17][CH:18]=3)[CH2:13][CH2:12]/[C:11]/2=[N:20]\[OH:21])=[CH:7][CH:6]=1)(=[O:4])=[O:3].[CH2:24](Br)[C:25]1[CH:30]=[CH:29][CH:28]=[CH:27][CH:26]=1.C(=O)([O-])[O-].[K+].[K+].CN(C)C=O, predict the reaction product. The product is: [CH2:24]([O:21]/[N:20]=[C:11]1/[C:10](=[CH:9][C:8]2[CH:7]=[CH:6][C:5]([S:2]([CH3:1])(=[O:4])=[O:3])=[CH:23][CH:22]=2)[C:19]2[C:14]([CH2:13][CH2:12]/1)=[CH:15][CH:16]=[CH:17][CH:18]=2)[C:25]1[CH:30]=[CH:29][CH:28]=[CH:27][CH:26]=1. (6) Given the reactants [CH:1]1[C:10]2[C:5](=[CH:6][CH:7]=[CH:8][CH:9]=2)[CH:4]=[CH:3][C:2]=1[C@@H:11]([N:13]1[CH2:18][CH2:17][CH:16]([NH2:19])[CH2:15][CH2:14]1)[CH3:12].C(N(C(C)C)CC)(C)C.[Cl:29][C:30]1[CH:31]=[C:32]2[C:37](=[CH:38][CH:39]=1)[O:36][C:35](=[O:40])[CH:34]=[C:33]2OS(C(F)(F)F)(=O)=O, predict the reaction product. The product is: [Cl:29][C:30]1[CH:31]=[C:32]2[C:37](=[CH:38][CH:39]=1)[O:36][C:35](=[O:40])[CH:34]=[C:33]2[NH:19][CH:16]1[CH2:17][CH2:18][N:13]([C@H:11]([C:2]2[CH:3]=[CH:4][C:5]3[C:10](=[CH:9][CH:8]=[CH:7][CH:6]=3)[CH:1]=2)[CH3:12])[CH2:14][CH2:15]1.